Dataset: Full USPTO retrosynthesis dataset with 1.9M reactions from patents (1976-2016). Task: Predict the reactants needed to synthesize the given product. (1) Given the product [C:32]([O:31]/[C:27](/[O:30][Si:37]([CH3:39])([CH3:38])[CH3:36])=[CH:28]/[CH3:29])([CH3:35])([CH3:34])[CH3:33], predict the reactants needed to synthesize it. The reactants are: [Li]CCCC.C1CCCCC1.N(C(C)C)C(C)C.[Li+].CC([N-]C(C)C)C.[C:27]([O:31][C:32]([CH3:35])([CH3:34])[CH3:33])(=[O:30])[CH2:28][CH3:29].[CH3:36][Si:37](Cl)([CH3:39])[CH3:38]. (2) Given the product [F:19][C:11]1[C:10]([CH3:20])=[N:9][CH:8]=[C:13]([CH2:14][O:15][CH2:16][O:17][CH3:18])[CH:12]=1, predict the reactants needed to synthesize it. The reactants are: O1CCOCC1.Cl[C:8]1[C:13]([CH2:14][O:15][CH2:16][O:17][CH3:18])=[CH:12][C:11]([F:19])=[C:10]([CH3:20])[N:9]=1. (3) Given the product [NH2:15][C:12]1[CH:11]=[CH:10][C:9]([CH:4]2[N:5]([CH3:8])[CH2:6][CH2:7][N:2]([CH3:1])[C:3]2=[O:18])=[CH:14][CH:13]=1, predict the reactants needed to synthesize it. The reactants are: [CH3:1][N:2]1[CH2:7][CH2:6][N:5]([CH3:8])[CH:4]([C:9]2[CH:14]=[CH:13][C:12]([N+:15]([O-])=O)=[CH:11][CH:10]=2)[C:3]1=[O:18]. (4) The reactants are: [CH2:1]([O:3][C:4](=[O:23])[CH:5]=[CH:6][C:7]1[C:8]([N+:20]([O-])=O)=[N:9][C:10]([CH:15]2[O:19][CH2:18][CH2:17][O:16]2)=[C:11]([O:13][CH3:14])[CH:12]=1)[CH3:2]. Given the product [CH2:1]([O:3][C:4](=[O:23])[CH2:5][CH2:6][C:7]1[C:8]([NH2:20])=[N:9][C:10]([CH:15]2[O:19][CH2:18][CH2:17][O:16]2)=[C:11]([O:13][CH3:14])[CH:12]=1)[CH3:2], predict the reactants needed to synthesize it. (5) Given the product [C:1]([NH:4][CH:5]1[CH2:9][CH2:8][N:7]([C:10]2[CH:15]=[CH:14][C:13]([NH2:16])=[C:12]([N:19]3[CH:23]=[CH:22][N:21]=[CH:20]3)[CH:11]=2)[CH2:6]1)(=[O:3])[CH3:2], predict the reactants needed to synthesize it. The reactants are: [C:1]([NH:4][CH:5]1[CH2:9][CH2:8][N:7]([C:10]2[CH:15]=[CH:14][C:13]([N+:16]([O-])=O)=[C:12]([N:19]3[CH:23]=[CH:22][N:21]=[CH:20]3)[CH:11]=2)[CH2:6]1)(=[O:3])[CH3:2].C([O-])=O.[NH4+].